Dataset: Forward reaction prediction with 1.9M reactions from USPTO patents (1976-2016). Task: Predict the product of the given reaction. (1) Given the reactants [F:1][C:2]([F:25])([C:21]([F:24])([F:23])[F:22])[C:3](=O)[CH:4]=[CH:5][C:6]1[CH:7]=[C:8]([C:12]2[CH:17]=[CH:16][C:15]([S:18][CH3:19])=[CH:14][CH:13]=2)[CH:9]=[CH:10][CH:11]=1.Cl.[CH:27]1([NH:33][NH2:34])[CH2:32][CH2:31][CH2:30][CH2:29][CH2:28]1.N1CCCCC1, predict the reaction product. The product is: [CH:27]1([N:33]2[CH:5]([C:6]3[CH:7]=[C:8]([C:12]4[CH:17]=[CH:16][C:15]([S:18][CH3:19])=[CH:14][CH:13]=4)[CH:9]=[CH:10][CH:11]=3)[CH2:4][C:3]([C:2]([F:25])([F:1])[C:21]([F:24])([F:23])[F:22])=[N:34]2)[CH2:32][CH2:31][CH2:30][CH2:29][CH2:28]1. (2) Given the reactants [NH2:1][C:2]1[CH:10]=[C:9]([CH2:11][NH:12][C:13]([O:15][C:16]([CH3:19])([CH3:18])[CH3:17])=[O:14])[CH:8]=[CH:7][C:3]=1[C:4]([OH:6])=O.N1[CH:24]=[CH:23]N=C1.C(Cl)(=O)C.Cl.[NH2:30][CH:31]1[CH2:36][CH2:35][C:34](=[O:37])[NH:33][C:32]1=[O:38].P(OC1C=CC=CC=1)(OC1C=CC=CC=1)OC1C=CC=CC=1, predict the reaction product. The product is: [C:16]([O:15][C:13](=[O:14])[NH:12][CH2:11][C:9]1[CH:10]=[C:2]2[C:3]([C:4](=[O:6])[N:30]([CH:31]3[CH2:36][CH2:35][C:34](=[O:37])[NH:33][C:32]3=[O:38])[C:23]([CH3:24])=[N:1]2)=[CH:7][CH:8]=1)([CH3:19])([CH3:18])[CH3:17].